Predict the product of the given reaction. From a dataset of Forward reaction prediction with 1.9M reactions from USPTO patents (1976-2016). (1) Given the reactants [CH2:1]([C:6]1[S:10][C:9]([NH2:11])=[N:8][N:7]=1)[CH2:2][CH2:3][C:4]#[CH:5].[C:12]1([CH2:18][C:19](Cl)=[O:20])[CH:17]=[CH:16][CH:15]=[CH:14][CH:13]=1, predict the reaction product. The product is: [CH2:1]([C:6]1[S:10][C:9]([NH:11][C:19](=[O:20])[CH2:18][C:12]2[CH:17]=[CH:16][CH:15]=[CH:14][CH:13]=2)=[N:8][N:7]=1)[CH2:2][CH2:3][C:4]#[CH:5]. (2) The product is: [Cl:12][C:13]1[CH:14]=[C:15]2[C:20](=[CH:21][CH:22]=1)[CH:19]=[C:18]([S:23]([CH2:26][CH2:27][C:28]([N:30]1[CH2:35][CH2:34][CH:33]([NH:36][C:42]([C:40]3[N:39]=[CH:38][NH:37][CH:41]=3)=[O:43])[CH2:32][CH2:31]1)=[O:29])(=[O:25])=[O:24])[CH:17]=[CH:16]2. Given the reactants CCN=C=NCCCN(C)C.[Cl:12][C:13]1[CH:14]=[C:15]2[C:20](=[CH:21][CH:22]=1)[CH:19]=[C:18]([S:23]([CH2:26][CH2:27][C:28]([N:30]1[CH2:35][CH2:34][CH:33]([NH2:36])[CH2:32][CH2:31]1)=[O:29])(=[O:25])=[O:24])[CH:17]=[CH:16]2.[NH:37]1[CH:41]=[C:40]([C:42](O)=[O:43])[N:39]=[CH:38]1.C1C=CC2N(O)N=NC=2C=1.C(=O)([O-])[O-].[K+].[K+], predict the reaction product. (3) Given the reactants Br[C:2]1[C:14]2[C:13]3[C:8](=[CH:9][C:10]([C:15]([CH3:18])([CH3:17])[CH3:16])=[CH:11][CH:12]=3)[CH2:7][C:6]=2[CH:5]=[C:4]([C:19]([CH3:22])([CH3:21])[CH3:20])[CH:3]=1.[C:23]1(B(O)O)[CH:28]=[CH:27][CH:26]=[CH:25][CH:24]=1.C([O-])([O-])=O.[Na+].[Na+], predict the reaction product. The product is: [C:23]1([C:2]2[C:14]3[C:13]4[C:8](=[CH:9][C:10]([C:15]([CH3:17])([CH3:18])[CH3:16])=[CH:11][CH:12]=4)[CH2:7][C:6]=3[CH:5]=[C:4]([C:19]([CH3:20])([CH3:22])[CH3:21])[CH:3]=2)[CH:28]=[CH:27][CH:26]=[CH:25][CH:24]=1. (4) Given the reactants [Cl:1][C:2]1[CH:7]=[CH:6][CH:5]=[CH:4][C:3]=1[N:8]1[C:17](=[O:18])[C:16]2[C:11](=[N:12][C:13](S(C)=O)=[N:14][CH:15]=2)[N:10]2[CH:22]=[CH:23][N:24]=[C:9]12.[NH2:25][C:26]1[CH:31]=[CH:30][C:29]([NH:32][C:33](=[O:39])[O:34][C:35]([CH3:38])([CH3:37])[CH3:36])=[CH:28][CH:27]=1, predict the reaction product. The product is: [C:35]([O:34][C:33](=[O:39])[NH:32][C:29]1[CH:28]=[CH:27][C:26]([NH:25][C:13]2[N:12]=[C:11]3[C:16]([C:17](=[O:18])[N:8]([C:3]4[CH:4]=[CH:5][CH:6]=[CH:7][C:2]=4[Cl:1])[C:9]4[N:10]3[CH:22]=[CH:23][N:24]=4)=[CH:15][N:14]=2)=[CH:31][CH:30]=1)([CH3:38])([CH3:36])[CH3:37].